Task: Predict which catalyst facilitates the given reaction.. Dataset: Catalyst prediction with 721,799 reactions and 888 catalyst types from USPTO Product: [C:1]([O:5][C:6](=[O:27])[NH:7][C:8]1[CH:13]=[C:12]([O:14][C:15]2[N:20]=[C:19]3[S:21][C:22]([NH:24][C:28](=[O:31])[CH2:29][CH3:30])=[N:23][C:18]3=[CH:17][CH:16]=2)[C:11]([Cl:25])=[CH:10][C:9]=1[F:26])([CH3:4])([CH3:2])[CH3:3]. Reactant: [C:1]([O:5][C:6](=[O:27])[NH:7][C:8]1[CH:13]=[C:12]([O:14][C:15]2[N:20]=[C:19]3[S:21][C:22]([NH2:24])=[N:23][C:18]3=[CH:17][CH:16]=2)[C:11]([Cl:25])=[CH:10][C:9]=1[F:26])([CH3:4])([CH3:3])[CH3:2].[C:28](Cl)(=[O:31])[CH2:29][CH3:30].C(=O)([O-])O.[Na+]. The catalyst class is: 17.